From a dataset of Forward reaction prediction with 1.9M reactions from USPTO patents (1976-2016). Predict the product of the given reaction. Given the reactants C([O:8][C:9]1[CH:14]=[CH:13][C:12]([CH:15]([OH:32])[CH2:16][N:17]2[CH2:22][CH2:21][C:20]([C:24]3[CH:25]=[N:26][C:27]([O:30][CH3:31])=[CH:28][CH:29]=3)([OH:23])[CH2:19][CH2:18]2)=[CH:11][C:10]=1[F:33])C1C=CC=CC=1, predict the reaction product. The product is: [F:33][C:10]1[CH:11]=[C:12]([CH:15]([OH:32])[CH2:16][N:17]2[CH2:18][CH2:19][C:20]([C:24]3[CH:25]=[N:26][C:27]([O:30][CH3:31])=[CH:28][CH:29]=3)([OH:23])[CH2:21][CH2:22]2)[CH:13]=[CH:14][C:9]=1[OH:8].